Task: Regression. Given two drug SMILES strings and cell line genomic features, predict the synergy score measuring deviation from expected non-interaction effect.. Dataset: Merck oncology drug combination screen with 23,052 pairs across 39 cell lines (1) Drug 1: Cn1c(=O)n(-c2ccc(C(C)(C)C#N)cc2)c2c3cc(-c4cnc5ccccc5c4)ccc3ncc21. Drug 2: Cn1cc(-c2cnn3c(N)c(Br)c(C4CCCNC4)nc23)cn1. Cell line: ZR751. Synergy scores: synergy=12.9. (2) Drug 1: CN(C)C(=N)N=C(N)N. Drug 2: Cn1cc(-c2cnn3c(N)c(Br)c(C4CCCNC4)nc23)cn1. Cell line: HT144. Synergy scores: synergy=11.6.